This data is from Full USPTO retrosynthesis dataset with 1.9M reactions from patents (1976-2016). The task is: Predict the reactants needed to synthesize the given product. (1) Given the product [Br:1][C:2]1[CH:3]=[CH:4][C:5]([N:8]2[CH:12]=[CH:11][C:10]([CH:13]([C:15]3[CH:24]=[CH:23][C:18]4[NH:19][C:20](=[O:22])[S:21][C:17]=4[CH:16]=3)[CH3:14])=[N:9]2)=[N:6][CH:7]=1, predict the reactants needed to synthesize it. The reactants are: [Br:1][C:2]1[CH:3]=[CH:4][C:5]([N:8]2[CH:12]=[CH:11][C:10]([C:13]([C:15]3[CH:24]=[CH:23][C:18]4[NH:19][C:20](=[O:22])[S:21][C:17]=4[CH:16]=3)=[CH2:14])=[N:9]2)=[N:6][CH:7]=1. (2) Given the product [F:1][C:2]1[CH:7]=[C:6]([F:8])[CH:5]=[CH:4][C:3]=1[CH2:9][CH2:10][C:11]1[N:12]([CH2:22][C:23]([N:40]([CH2:41][C:42]2[CH:47]=[CH:46][C:45]([C:48]3[CH:49]=[CH:50][C:51]([O:54][C:55]([F:57])([F:56])[F:58])=[CH:52][CH:53]=3)=[CH:44][CH:43]=2)[CH:37]2[CH2:36][CH2:35][N:34]([C:27]([CH3:26])([CH3:33])[C:28]([O:30][CH2:31][CH3:32])=[O:29])[CH2:39][CH2:38]2)=[O:24])[C:13]2[C:18]([C:19](=[O:21])[N:20]=1)=[CH:17][CH:16]=[CH:15][CH:14]=2, predict the reactants needed to synthesize it. The reactants are: [F:1][C:2]1[CH:7]=[C:6]([F:8])[CH:5]=[CH:4][C:3]=1[CH2:9][CH2:10][C:11]1[N:12]([CH2:22][C:23](O)=[O:24])[C:13]2[C:18]([C:19](=[O:21])[N:20]=1)=[CH:17][CH:16]=[CH:15][CH:14]=2.[CH3:26][C:27]([N:34]1[CH2:39][CH2:38][CH:37]([NH:40][CH2:41][C:42]2[CH:47]=[CH:46][C:45]([C:48]3[CH:53]=[CH:52][C:51]([O:54][C:55]([F:58])([F:57])[F:56])=[CH:50][CH:49]=3)=[CH:44][CH:43]=2)[CH2:36][CH2:35]1)([CH3:33])[C:28]([O:30][CH2:31][CH3:32])=[O:29].CCN(C(C)C)C(C)C.CN(C(ON1N=NC2C=CC=NC1=2)=[N+](C)C)C.F[P-](F)(F)(F)(F)F. (3) Given the product [Cl:22][C:2]1[C:14]2[C:13]3[CH2:12][CH:11]([C:15]([O:17][CH2:18][CH3:19])=[O:16])[CH2:10][CH2:9][C:8]=3[NH:7][C:6]=2[N:5]=[CH:4][N:3]=1, predict the reactants needed to synthesize it. The reactants are: O[C:2]1[C:14]2[C:13]3[CH2:12][CH:11]([C:15]([O:17][CH2:18][CH3:19])=[O:16])[CH2:10][CH2:9][C:8]=3[NH:7][C:6]=2[N:5]=[CH:4][N:3]=1.P(Cl)(Cl)([Cl:22])=O. (4) The reactants are: [Cl:1][C:2]1[CH:3]=[C:4]([NH:15][C:16]2[C:25]3[C:20](=[CH:21][C:22](F)=[C:23]([O:26][CH2:27][CH2:28][O:29][CH3:30])[CH:24]=3)[N:19]=[CH:18][C:17]=2[C:32]#[N:33])[CH:5]=[CH:6][C:7]=1[S:8][C:9]1[N:10]([CH3:14])[CH:11]=[CH:12][N:13]=1.[CH3:34][N:35]([CH3:40])[CH2:36][CH2:37][CH2:38][OH:39]. Given the product [Cl:1][C:2]1[CH:3]=[C:4]([NH:15][C:16]2[C:25]3[C:20](=[CH:21][C:22]([O:39][CH2:38][CH2:37][CH2:36][N:35]([CH3:40])[CH3:34])=[C:23]([O:26][CH2:27][CH2:28][O:29][CH3:30])[CH:24]=3)[N:19]=[CH:18][C:17]=2[C:32]#[N:33])[CH:5]=[CH:6][C:7]=1[S:8][C:9]1[N:10]([CH3:14])[CH:11]=[CH:12][N:13]=1, predict the reactants needed to synthesize it. (5) Given the product [C:36]([C@@H:27]1[C@:26]2([CH3:38])[CH:30]([CH:31]3[CH:23]([CH2:24][CH2:25]2)[C@:22]2([CH3:39])[C:34]([CH2:35][C@@H:19]([OH:18])[CH2:20][CH2:21]2)=[CH:33][CH2:32]3)[CH2:29][CH2:28]1)#[CH:37], predict the reactants needed to synthesize it. The reactants are: C([Si]([O:18][C@@H:19]1[CH2:35][C:34]2[C@@:22]([CH3:39])([CH:23]3[CH:31]([CH2:32][CH:33]=2)[CH:30]2[C@@:26]([CH3:38])([C@@H:27]([C:36]#[CH:37])[CH2:28][CH2:29]2)[CH2:25][CH2:24]3)[CH2:21][CH2:20]1)(C1C=CC=CC=1)C1C=CC=CC=1)(C)(C)C.